Dataset: Reaction yield outcomes from USPTO patents with 853,638 reactions. Task: Predict the reaction yield, written as a fraction of the theoretical maximum amount of product (1.0 means a 100% yield; for example, 0.34 means a 34% yield). (1) The reactants are [OH:1][C:2]1[CH:3]=[C:4]([C:14]2[N:15](C(OC(C)(C)C)=O)[C:16]([C:19]3[S:20][CH:21]=[CH:22][N:23]=3)=[CH:17][CH:18]=2)[CH:5]=[C:6]([O:8][C@@H:9]([CH3:13])[CH2:10][O:11][CH3:12])[CH:7]=1.[F:31][C:32]1[CH:33]=[C:34]([CH:39]=[CH:40][C:41]=1F)[C:35]([O:37][CH3:38])=[O:36].[H-].[Na+].O. The catalyst is CS(C)=O. The product is [F:31][C:32]1[CH:33]=[C:34]([CH:39]=[CH:40][C:41]=1[O:1][C:2]1[CH:3]=[C:4]([C:14]2[NH:15][C:16]([C:19]3[S:20][CH:21]=[CH:22][N:23]=3)=[CH:17][CH:18]=2)[CH:5]=[C:6]([O:8][C@@H:9]([CH3:13])[CH2:10][O:11][CH3:12])[CH:7]=1)[C:35]([O:37][CH3:38])=[O:36]. The yield is 0.180. (2) The reactants are [Cl:1][C:2]1[C:7]([O:8][CH3:9])=[C:6]([O:10][CH3:11])[CH:5]=[CH:4][C:3]=1[C:12]([N:14]([CH2:20][C:21]1[N:25]([CH3:26])[C:24]([CH3:27])=[CH:23][N:22]=1)[CH2:15][CH2:16][CH:17]([CH3:19])[CH3:18])=[O:13].[CH3:28][O:29][C:30]1[CH:37]=[CH:36][CH:35]=[CH:34][C:31]=1CCl.[CH3:38]N(C)C=O.[OH-].[K+]. The catalyst is O. The product is [Cl:1][C:2]1[C:7]([O:8][CH3:9])=[C:6]([O:10][CH3:11])[CH:5]=[CH:4][C:3]=1[C:12]([N:14]([CH2:20][C:21]1[N:25]([CH2:26][C:31]2[CH:34]=[CH:35][CH:36]=[CH:37][C:30]=2[O:29][CH3:28])[C:24]([CH3:27])=[C:23]([CH3:38])[N:22]=1)[CH2:15][CH2:16][CH:17]([CH3:19])[CH3:18])=[O:13]. The yield is 0.670. (3) The reactants are [O:1]=[C:2]1[C:8]2[CH:9]=[CH:10][CH:11]=[CH:12][C:7]=2[O:6][C:5]2[S:13][C:14]([C:16]([O:18]C)=[O:17])=[CH:15][C:4]=2[NH:3]1.[OH-].[Na+]. The catalyst is C(O)C.C1COCC1. The product is [O:1]=[C:2]1[C:8]2[CH:9]=[CH:10][CH:11]=[CH:12][C:7]=2[O:6][C:5]2[S:13][C:14]([C:16]([OH:18])=[O:17])=[CH:15][C:4]=2[NH:3]1. The yield is 0.990. (4) The reactants are Br[C:2]1[N:10]2[C:5]([CH:6]=[CH:7][C:8]([C:11]#[N:12])=[CH:9]2)=[CH:4][C:3]=1[CH3:13].Br[CH2:15][C:16]([O:18][C:19]([CH3:22])([CH3:21])[CH3:20])=[O:17]. The catalyst is C1C=CC(/C=C/C(/C=C/C2C=CC=CC=2)=O)=CC=1.C1C=CC(/C=C/C(/C=C/C2C=CC=CC=2)=O)=CC=1.C1C=CC(/C=C/C(/C=C/C2C=CC=CC=2)=O)=CC=1.[Pd].[Pd].CC(P(C(C)(C)C)C1[CH-]C=CC=1)(C)C.C1C=CC([C-]2C(C3C=CC=CC=3)=C(C3C=CC=CC=3)C(C3C=CC=CC=3)=C2C2C=CC=CC=2)=CC=1.[Fe+2]. The product is [C:19]([O:18][C:16](=[O:17])[CH2:15][C:2]1[N:10]2[C:5]([CH:6]=[CH:7][C:8]([C:11]#[N:12])=[CH:9]2)=[CH:4][C:3]=1[CH3:13])([CH3:22])([CH3:21])[CH3:20]. The yield is 0.680. (5) The yield is 0.930. The reactants are [N:1]1[CH:6]=[CH:5][CH:4]=[CH:3][C:2]=1[C:7]1[CH:8]=[C:9]([CH:14]=[CH:15][CH:16]=1)[C:10]([O:12]C)=[O:11].[OH-].[Na+]. The product is [N:1]1[CH:6]=[CH:5][CH:4]=[CH:3][C:2]=1[C:7]1[CH:8]=[C:9]([CH:14]=[CH:15][CH:16]=1)[C:10]([OH:12])=[O:11]. The catalyst is CO. (6) The reactants are O[Li].O.[Br:4][C:5]1[O:6][C:7]([C:14]([O:16]CC)=[O:15])=[C:8]([C:10]([F:13])([F:12])[F:11])[N:9]=1.Cl. The catalyst is C1COCC1.O.CCOC(C)=O.O. The product is [Br:4][C:5]1[O:6][C:7]([C:14]([OH:16])=[O:15])=[C:8]([C:10]([F:12])([F:11])[F:13])[N:9]=1. The yield is 0.880.